This data is from Forward reaction prediction with 1.9M reactions from USPTO patents (1976-2016). The task is: Predict the product of the given reaction. (1) Given the reactants C([O:3][C:4](=[O:26])/[CH:5]=[CH:6]/[C:7]([N:9]1[C:14]2[CH:15]=[CH:16][C:17]([CH3:19])=[CH:18][C:13]=2[O:12][CH:11]([C:20]2[CH:25]=[CH:24][CH:23]=[CH:22][CH:21]=2)[CH2:10]1)=[O:8])C.[OH-].[Na+], predict the reaction product. The product is: [CH3:19][C:17]1[CH:16]=[CH:15][C:14]2[N:9]([C:7](=[O:8])/[CH:6]=[CH:5]/[C:4]([OH:26])=[O:3])[CH2:10][CH:11]([C:20]3[CH:21]=[CH:22][CH:23]=[CH:24][CH:25]=3)[O:12][C:13]=2[CH:18]=1. (2) Given the reactants Br[C:2]1[CH:7]=[CH:6][C:5]([C:8]2[CH:13]=[CH:12][CH:11]=[CH:10][CH:9]=2)=[CH:4][CH:3]=1.II.[C:16]([Cu])#[N:17].[O:19]=[C:20]1[NH:24][C@H:23]([CH2:25]OS(C2C=CC(C)=CC=2)(=O)=O)[CH2:22][CH2:21]1.S([C:41]1C=C[C:44](C)=[CH:43][CH:42]=1)([O-])(=O)=O.N, predict the reaction product. The product is: [C:5]1([C:8]2[CH:13]=[CH:12][CH:11]=[CH:10][CH:9]=2)[CH:6]=[CH:7][C:2]([CH2:25][C@H:23]2[N:24]([CH2:16][N:17]3[CH2:44][CH2:43][CH2:42][CH2:41]3)[C:20](=[O:19])[CH2:21][CH2:22]2)=[CH:3][CH:4]=1. (3) Given the reactants [CH:1]1([CH2:7][OH:8])[CH2:6][CH2:5][CH2:4][CH2:3][CH2:2]1.[H-].[Na+].Br[C:12]1[O:16][C:15]([C:17]([O:19][CH2:20][CH:21]2[CH2:26][CH2:25][CH2:24][CH2:23][CH2:22]2)=[O:18])=[CH:14][CH:13]=1, predict the reaction product. The product is: [CH:1]1([CH2:7][O:8][C:12]2[O:16][C:15]([C:17]([O:19][CH2:20][CH:21]3[CH2:26][CH2:25][CH2:24][CH2:23][CH2:22]3)=[O:18])=[CH:14][CH:13]=2)[CH2:6][CH2:5][CH2:4][CH2:3][CH2:2]1. (4) Given the reactants [CH3:1][N:2]1[C:6]([C:7]([OH:9])=[O:8])=[C:5]([N+:10]([O-])=O)[CH:4]([CH2:13][CH2:14][CH3:15])[NH:3]1.[H][H], predict the reaction product. The product is: [NH2:10][C:5]1[CH:4]([CH2:13][CH2:14][CH3:15])[NH:3][N:2]([CH3:1])[C:6]=1[C:7]([OH:9])=[O:8]. (5) The product is: [CH2:18]([O:20][C:21]1[CH:22]=[C:23]([CH:24]2[C:3]([C:4]3[CH:5]=[C:6]([CH:9]=[CH:10][CH:11]=3)[C:7]#[N:8])=[C:2]([C:12]3[CH:17]=[CH:16][CH:15]=[CH:14][CH:13]=3)[NH:36][C:34](=[O:35])[NH:33]2)[CH:26]=[C:27]([N+:30]([O-:32])=[O:31])[C:28]=1[OH:29])[CH3:19]. Given the reactants O=[C:2]([C:12]1[CH:17]=[CH:16][CH:15]=[CH:14][CH:13]=1)[CH2:3][C:4]1[CH:5]=[C:6]([CH:9]=[CH:10][CH:11]=1)[C:7]#[N:8].[CH2:18]([O:20][C:21]1[CH:22]=[C:23]([CH:26]=[C:27]([N+:30]([O-:32])=[O:31])[C:28]=1[OH:29])[CH:24]=O)[CH3:19].[NH2:33][C:34]([NH2:36])=[O:35].Cl, predict the reaction product. (6) Given the reactants ClC1C(F)=C(C2N=CN=C(O)C=2)C(F)=CC=1.ClC1C(F)=C(C2C=C(OC)N=CN=2)C(F)=CC=1.[Cl:34][C:35]1[C:36]([F:50])=[C:37]([C:42]2[CH:47]=[C:46]([O:48]C)[N:45]=[CH:44][N:43]=2)[C:38]([I:41])=[CH:39][CH:40]=1, predict the reaction product. The product is: [Cl:34][C:35]1[C:36]([F:50])=[C:37]([C:42]2[N:43]=[CH:44][N:45]=[C:46]([OH:48])[CH:47]=2)[C:38]([I:41])=[CH:39][CH:40]=1. (7) Given the reactants P([CH2:5][N:6]1[CH2:17]CNC[CH2:7][N:6]([CH2:17]P(O)(O)=O)[CH2:5]CNC[CH2:7]1)(O)([OH:2])=[O:2].P([CH2:27][N:28]1[CH2:39]CNC[CH2:29][N:28]([CH2:39]P(O)(O)=O)[CH2:27][CH2:29][N:28]([CH2:39]P(O)(O)=O)[CH2:27][CH2:29]1)([OH:24])([OH:24])=[O:24].C(S)CS, predict the reaction product. The product is: [CH3:5][N:6]([CH:17]=[O:24])[CH3:7].[CH3:27][N:28]([CH3:39])[CH:29]=[O:2].